Dataset: NCI-60 drug combinations with 297,098 pairs across 59 cell lines. Task: Regression. Given two drug SMILES strings and cell line genomic features, predict the synergy score measuring deviation from expected non-interaction effect. (1) Drug 1: CC=C1C(=O)NC(C(=O)OC2CC(=O)NC(C(=O)NC(CSSCCC=C2)C(=O)N1)C(C)C)C(C)C. Drug 2: CCC1=C2CN3C(=CC4=C(C3=O)COC(=O)C4(CC)O)C2=NC5=C1C=C(C=C5)O. Cell line: MOLT-4. Synergy scores: CSS=84.7, Synergy_ZIP=-0.00909, Synergy_Bliss=0.118, Synergy_Loewe=-3.13, Synergy_HSA=-0.0644. (2) Drug 1: CC(CN1CC(=O)NC(=O)C1)N2CC(=O)NC(=O)C2. Drug 2: C1=NC2=C(N=C(N=C2N1C3C(C(C(O3)CO)O)O)F)N. Cell line: HOP-92. Synergy scores: CSS=21.4, Synergy_ZIP=-5.69, Synergy_Bliss=3.48, Synergy_Loewe=3.32, Synergy_HSA=4.42. (3) Cell line: SK-MEL-5. Drug 1: CC1C(C(=O)NC(C(=O)N2CCCC2C(=O)N(CC(=O)N(C(C(=O)O1)C(C)C)C)C)C(C)C)NC(=O)C3=C4C(=C(C=C3)C)OC5=C(C(=O)C(=C(C5=N4)C(=O)NC6C(OC(=O)C(N(C(=O)CN(C(=O)C7CCCN7C(=O)C(NC6=O)C(C)C)C)C)C(C)C)C)N)C. Synergy scores: CSS=5.20, Synergy_ZIP=-6.35, Synergy_Bliss=-11.4, Synergy_Loewe=-23.4, Synergy_HSA=-11.8. Drug 2: CNC(=O)C1=NC=CC(=C1)OC2=CC=C(C=C2)NC(=O)NC3=CC(=C(C=C3)Cl)C(F)(F)F. (4) Drug 2: CC1=C2C(C(=O)C3(C(CC4C(C3C(C(C2(C)C)(CC1OC(=O)C(C(C5=CC=CC=C5)NC(=O)OC(C)(C)C)O)O)OC(=O)C6=CC=CC=C6)(CO4)OC(=O)C)OC)C)OC. Synergy scores: CSS=48.6, Synergy_ZIP=10.6, Synergy_Bliss=10.6, Synergy_Loewe=1.38, Synergy_HSA=12.1. Drug 1: CC12CCC(CC1=CCC3C2CCC4(C3CC=C4C5=CN=CC=C5)C)O. Cell line: MDA-MB-231. (5) Drug 1: CCCCCOC(=O)NC1=NC(=O)N(C=C1F)C2C(C(C(O2)C)O)O. Drug 2: CC1=C2C(C(=O)C3(C(CC4C(C3C(C(C2(C)C)(CC1OC(=O)C(C(C5=CC=CC=C5)NC(=O)C6=CC=CC=C6)O)O)OC(=O)C7=CC=CC=C7)(CO4)OC(=O)C)O)C)OC(=O)C. Cell line: NCI/ADR-RES. Synergy scores: CSS=0.767, Synergy_ZIP=0.137, Synergy_Bliss=0.338, Synergy_Loewe=0.371, Synergy_HSA=-0.511. (6) Drug 1: C1=C(C(=O)NC(=O)N1)N(CCCl)CCCl. Drug 2: CN(CC1=CN=C2C(=N1)C(=NC(=N2)N)N)C3=CC=C(C=C3)C(=O)NC(CCC(=O)O)C(=O)O. Cell line: CAKI-1. Synergy scores: CSS=47.7, Synergy_ZIP=0.972, Synergy_Bliss=2.91, Synergy_Loewe=7.28, Synergy_HSA=6.97.